This data is from Reaction yield outcomes from USPTO patents with 853,638 reactions. The task is: Predict the reaction yield, written as a fraction of the theoretical maximum amount of product (1.0 means a 100% yield; for example, 0.34 means a 34% yield). (1) The reactants are [Cl:1][C:2]1[N:7]=[CH:6][C:5]([CH:8]([OH:11])CO)=[C:4]([C:12]2[NH:13][C:14]3[C:19]([CH:20]=2)=[C:18]([F:21])[CH:17]=[CH:16][CH:15]=3)[CH:3]=1.[O-]S([O-])=O.[Na+].[Na+].O. The catalyst is C1COCC1.O. The product is [Cl:1][C:2]1[CH:3]=[C:4]([C:12]2[NH:13][C:14]3[C:19]([CH:20]=2)=[C:18]([F:21])[CH:17]=[CH:16][CH:15]=3)[C:5]([CH:8]=[O:11])=[CH:6][N:7]=1. The yield is 0.824. (2) The reactants are Br[C:2]1[C:10]2[NH:9][CH:8]=[N:7][C:6]=2[CH:5]=[C:4]([NH2:11])[CH:3]=1.[CH3:12]N(C=O)C.C[Sn](C)(C)C. The catalyst is Cl[Pd](Cl)([P](C1C=CC=CC=1)(C1C=CC=CC=1)C1C=CC=CC=1)[P](C1C=CC=CC=1)(C1C=CC=CC=1)C1C=CC=CC=1.CO.C(Cl)(Cl)Cl. The product is [CH3:12][C:2]1[C:10]2[NH:9][CH:8]=[N:7][C:6]=2[CH:5]=[C:4]([NH2:11])[CH:3]=1. The yield is 0.450. (3) The product is [Cl:1][C:2]1[CH:3]=[CH:4][C:5]2[O:9][C:8]([C:10]3[CH:11]=[CH:12][C:13]4[N:17]([CH2:18][CH2:19][C:20]([F:21])([F:23])[F:22])[C:26]([CH3:27])=[N:15][C:14]=4[CH:16]=3)=[N:7][C:6]=2[CH:24]=1. The yield is 0.800. The reactants are [Cl:1][C:2]1[CH:3]=[CH:4][C:5]2[O:9][C:8]([C:10]3[CH:11]=[CH:12][C:13]([NH:17][CH2:18][CH2:19][C:20]([F:23])([F:22])[F:21])=[C:14]([CH:16]=3)[NH2:15])=[N:7][C:6]=2[CH:24]=1.Cl.[C:26](=N)(OCC)[CH3:27].C(=O)([O-])O.[Na+]. The catalyst is C(O)C. (4) The reactants are [N+:1]([O-:4])(O)=[O:2].[CH3:5][C:6]1[N:14]=[C:13]([CH3:15])[CH:12]=[C:11]([OH:16])[C:7]=1[C:8]([OH:10])=[O:9]. The catalyst is S(=O)(=O)(O)O. The product is [CH3:5][C:6]1[N:14]=[C:13]([CH3:15])[C:12]([N+:1]([O-:4])=[O:2])=[C:11]([OH:16])[C:7]=1[C:8]([OH:10])=[O:9]. The yield is 0.770. (5) The reactants are C([O:3][C:4]([C:6]1[CH:10]=[C:9]([C:11]2[CH:16]=[CH:15][CH:14]=[C:13]([CH2:17][CH2:18][CH2:19][OH:20])[CH:12]=2)[O:8][N:7]=1)=[O:5])C.C1(P(C2C=CC=CC=2)C2C=CC=CC=2)C=CC=CC=1.[OH:40][C:41]1[CH:50]=[CH:49][CH:48]=[C:47](O)[C:42]=1[C:43]([O:45][CH3:46])=[O:44].CCOC(/N=N/C(OCC)=O)=O. The catalyst is C1COCC1. The product is [OH:40][C:41]1[C:42]([C:43]([O:45][CH3:46])=[O:44])=[C:47]([CH:48]=[CH:49][CH:50]=1)[O:20][CH2:19][CH2:18][CH2:17][C:13]1[CH:12]=[C:11]([C:9]2[O:8][N:7]=[C:6]([C:4]([OH:3])=[O:5])[CH:10]=2)[CH:16]=[CH:15][CH:14]=1. The yield is 0.0700. (6) The reactants are [NH2:1][C:2]([CH3:6])([CH3:5])[CH2:3][OH:4].[CH3:7][O:8][C:9](=[O:23])[C:10]1[CH:15]=[C:14]([N+:16]([O-:18])=[O:17])[C:13](Cl)=[C:12]([N+]([O-])=O)[CH:11]=1.C[O-].[Na+]. The catalyst is CO. The product is [CH3:7][O:8][C:9]([C:10]1[CH:15]=[C:14]([N+:16]([O-:18])=[O:17])[C:13]2[NH:1][C:2]([CH3:6])([CH3:5])[CH2:3][O:4][C:12]=2[CH:11]=1)=[O:23]. The yield is 0.420. (7) The reactants are [F:1][C:2]1[CH:3]=[C:4]([C:9](=[O:11])[CH3:10])[CH:5]=[CH:6][C:7]=1[F:8].ClC1C=C(C2O[N:23]=[C:22]([C:25]([OH:27])=[O:26])C=2)C=CC=1F. No catalyst specified. The product is [F:1][C:2]1[CH:3]=[C:4]([C:9]2[O:11][N:23]=[C:22]([C:25]([OH:27])=[O:26])[CH:10]=2)[CH:5]=[CH:6][C:7]=1[F:8]. The yield is 0.189. (8) The reactants are [F:1][C:2]1[CH:3]=[C:4]([CH:22]=[CH:23][CH:24]=1)[CH2:5][N:6]1[CH:11]=[CH:10][C:9]([O:12]CC2C=CC=C(F)C=2)=[CH:8][C:7]1=[O:21]. The catalyst is CO.[Pd]. The product is [F:1][C:2]1[CH:3]=[C:4]([CH:22]=[CH:23][CH:24]=1)[CH2:5][N:6]1[CH:11]=[CH:10][C:9]([OH:12])=[CH:8][C:7]1=[O:21]. The yield is 0.790. (9) The reactants are Br[C:2]1[CH:3]=[C:4]2[CH:10]=[C:9]([C:11]3[CH:16]=[CH:15][N:14]=[CH:13][C:12]=3[CH3:17])[NH:8][C:5]2=[N:6][CH:7]=1.[B:18]1([B:18]2[O:22][C:21]([CH3:24])([CH3:23])[C:20]([CH3:26])([CH3:25])[O:19]2)[O:22][C:21]([CH3:24])([CH3:23])[C:20]([CH3:26])([CH3:25])[O:19]1.C([O-])(=O)C.[K+]. The catalyst is O1CCOCC1. The product is [CH3:17][C:12]1[CH:13]=[N:14][CH:15]=[CH:16][C:11]=1[C:9]1[NH:8][C:5]2=[N:6][CH:7]=[C:2]([B:18]3[O:22][C:21]([CH3:24])([CH3:23])[C:20]([CH3:26])([CH3:25])[O:19]3)[CH:3]=[C:4]2[CH:10]=1. The yield is 0.550. (10) The reactants are [ClH:1].[CH2:2]([C:6]1[N:7]=[C:8]([NH2:11])[NH:9][CH:10]=1)[CH2:3][C:4]#[CH:5].[N:12]([CH2:15][C:16]([CH3:24])=[CH:17][C:18]1[CH:23]=[CH:22][CH:21]=[CH:20][CH:19]=1)=[N+:13]=[N-:14]. No catalyst specified. The product is [ClH:1].[CH3:24][C:16](=[CH:17][C:18]1[CH:23]=[CH:22][CH:21]=[CH:20][CH:19]=1)[CH2:15][N:12]1[CH:5]=[C:4]([CH2:3][CH2:2][C:6]2[N:7]=[C:8]([NH2:11])[NH:9][CH:10]=2)[N:14]=[N:13]1. The yield is 0.430.